Dataset: Forward reaction prediction with 1.9M reactions from USPTO patents (1976-2016). Task: Predict the product of the given reaction. (1) Given the reactants [OH:1][NH:2][C:3]([C:5]1[CH:31]=[CH:30][C:8]([CH2:9][N:10]([CH2:22][C:23]([O:25][C:26]([CH3:29])([CH3:28])[CH3:27])=[O:24])[C:11](=[O:21])[C:12]2[CH:17]=[CH:16][C:15]([N+:18]([O-:20])=[O:19])=[CH:14][CH:13]=2)=[CH:7][CH:6]=1)=[NH:4].Cl[C:33](Cl)(Cl)C(OC(=O)C(Cl)(Cl)Cl)=O.[NH3:45], predict the reaction product. The product is: [NH2:45][C:33]1[O:1][N:2]=[C:3]([C:5]2[CH:6]=[CH:7][C:8]([CH2:9][N:10]([CH2:22][C:23]([O:25][C:26]([CH3:27])([CH3:28])[CH3:29])=[O:24])[C:11](=[O:21])[C:12]3[CH:13]=[CH:14][C:15]([N+:18]([O-:20])=[O:19])=[CH:16][CH:17]=3)=[CH:30][CH:31]=2)[N:4]=1. (2) Given the reactants [CH3:1][O:2][C:3]1[CH:8]=[C:7]([C:9]2[CH:10]=[N:11][N:12]([CH3:14])[CH:13]=2)[C:6]([N+:15]([O-])=O)=[CH:5][C:4]=1[NH:18][C:19]1[N:24]=[C:23]([N:25]2[CH:29]=[C:28]([CH:30]=O)[C:27]([CH3:32])=[N:26]2)[CH:22]=[CH:21][N:20]=1.Cl.[NH:34]1[CH2:37][CH:36]([OH:38])[CH2:35]1, predict the reaction product. The product is: [OH:38][CH:36]1[CH2:37][N:34]([CH2:30][C:28]2[C:27]([CH3:32])=[N:26][N:25]([C:23]3[CH:22]=[CH:21][N:20]=[C:19]([NH:18][C:4]4[C:3]([O:2][CH3:1])=[CH:8][C:7]([C:9]5[CH:10]=[N:11][N:12]([CH3:14])[CH:13]=5)=[C:6]([NH:15][C:3](=[O:2])[CH:4]=[CH2:5])[CH:5]=4)[N:24]=3)[CH:29]=2)[CH2:35]1. (3) Given the reactants Cl.[CH3:2][S:3]([C:6]1[CH:11]=[CH:10][C:9]([NH2:12])=[CH:8][CH:7]=1)(=[O:5])=[O:4].C(N(C(C)C)CC)(C)C.Cl[C:23](Cl)([O:25]C(=O)OC(Cl)(Cl)Cl)Cl.[CH3:34][C:35]1([CH3:49])[C:39]([CH3:41])([CH3:40])[O:38][B:37]([C:42]2[CH:43]=[C:44]([NH2:48])[CH:45]=[CH:46][CH:47]=2)[O:36]1, predict the reaction product. The product is: [CH3:2][S:3]([C:6]1[CH:11]=[CH:10][C:9]([NH:12][C:23]([NH:48][C:44]2[CH:45]=[CH:46][CH:47]=[C:42]([B:37]3[O:36][C:35]([CH3:49])([CH3:34])[C:39]([CH3:40])([CH3:41])[O:38]3)[CH:43]=2)=[O:25])=[CH:8][CH:7]=1)(=[O:4])=[O:5]. (4) Given the reactants [NH2:1][CH2:2][C:3]1[CH:12]=[CH:11][C:6]([C:7]([O:9][CH3:10])=[O:8])=[C:5]([F:13])[CH:4]=1.Cl[CH2:15][CH2:16][CH2:17][S:18](Cl)(=[O:20])=[O:19], predict the reaction product. The product is: [O:19]=[S:18]1(=[O:20])[CH2:17][CH2:16][CH2:15][N:1]1[CH2:2][C:3]1[CH:12]=[CH:11][C:6]([C:7]([O:9][CH3:10])=[O:8])=[C:5]([F:13])[CH:4]=1. (5) Given the reactants [C:1]([C:3]1[S:4][C:5]([CH3:8])=[CH:6][CH:7]=1)#[CH:2].C(NC(C)C)(C)C.I[C:17]1[CH:22]=[CH:21][C:20](/[C:23](/[C:40]2[CH:45]=[CH:44][C:43]([C:46]([F:49])([F:48])[F:47])=[CH:42][CH:41]=2)=[CH:24]\[CH2:25][O:26][C:27]2[CH:38]=[CH:37][C:30]([O:31][CH2:32][C:33]([O:35][CH3:36])=[O:34])=[C:29]([CH3:39])[CH:28]=2)=[CH:19][CH:18]=1, predict the reaction product. The product is: [CH3:39][C:29]1[CH:28]=[C:27]([O:26][CH2:25]/[CH:24]=[C:23](\[C:20]2[CH:19]=[CH:18][C:17]([C:2]#[C:1][C:3]3[S:4][C:5]([CH3:8])=[CH:6][CH:7]=3)=[CH:22][CH:21]=2)/[C:40]2[CH:45]=[CH:44][C:43]([C:46]([F:49])([F:48])[F:47])=[CH:42][CH:41]=2)[CH:38]=[CH:37][C:30]=1[O:31][CH2:32][C:33]([O:35][CH3:36])=[O:34]. (6) Given the reactants C([O-])(=O)C.[K+].ClCCl.[B:18]1([B:18]2[O:22][C:21]([CH3:24])([CH3:23])[C:20]([CH3:26])([CH3:25])[O:19]2)[O:22][C:21]([CH3:24])([CH3:23])[C:20]([CH3:26])([CH3:25])[O:19]1.Br[C:28]1[CH:33]=[CH:32][C:31]([C@@H:34]2[CH2:36][C@H:35]2[NH:37][S:38]([CH:41]([CH3:43])[CH3:42])(=[O:40])=[O:39])=[CH:30][CH:29]=1, predict the reaction product. The product is: [CH3:24][C:21]1([CH3:23])[C:20]([CH3:25])([CH3:26])[O:19][B:18]([C:28]2[CH:29]=[CH:30][C:31]([C@@H:34]3[CH2:36][C@H:35]3[NH:37][S:38]([CH:41]([CH3:43])[CH3:42])(=[O:40])=[O:39])=[CH:32][CH:33]=2)[O:22]1. (7) Given the reactants [N+:1]([C:4]1[CH:5]=[C:6]2[C:10](=[CH:11][CH:12]=1)[NH:9][CH:8]=[CH:7]2)([O-:3])=[O:2].[H-].[Na+].Cl.[N:16]1[CH:21]=[CH:20][CH:19]=[C:18]([CH2:22]Cl)[CH:17]=1.O, predict the reaction product. The product is: [N+:1]([C:4]1[CH:5]=[C:6]2[C:10](=[CH:11][CH:12]=1)[N:9]([CH2:22][C:18]1[CH:17]=[N:16][CH:21]=[CH:20][CH:19]=1)[CH:8]=[CH:7]2)([O-:3])=[O:2]. (8) Given the reactants C([Li])CCC.C(N[CH:10]([CH3:12])[CH3:11])(C)C.[F:13][C:14]1C=NC=C[C:19]=1[I:20].[C:21]([O:28][CH2:29][CH3:30])(=[O:27])[C:22]([O:24]CC)=O.[Cl-].[NH4+:32], predict the reaction product. The product is: [F:13][C:14]1[C:19]([I:20])=[N:32][CH:12]=[CH:10][C:11]=1[C:22](=[O:24])[C:21]([O:28][CH2:29][CH3:30])=[O:27].